From a dataset of Reaction yield outcomes from USPTO patents with 853,638 reactions. Predict the reaction yield, written as a fraction of the theoretical maximum amount of product (1.0 means a 100% yield; for example, 0.34 means a 34% yield). (1) The reactants are [CH3:1][O:2][C:3](=[O:16])[CH:4](C)[CH2:5][S:6][CH2:7][C:8]1[CH:13]=[CH:12][C:11](Br)=[CH:10][CH:9]=1.[CH:17]1[C:25]2[C:24]3[CH:26]=[CH:27][CH:28]=[CH:29][C:23]=3[O:22][C:21]=2[C:20]([C:30]2[CH:35]=[CH:34][C:33](B(O)O)=[CH:32][CH:31]=2)=[CH:19][CH:18]=1.C([O-])([O-])=O.[K+].[K+]. The catalyst is C1(C)C=CC=CC=1.C(O)C.C(OCC)(=O)C.C1C=CC([P]([Pd]([P](C2C=CC=CC=2)(C2C=CC=CC=2)C2C=CC=CC=2)([P](C2C=CC=CC=2)(C2C=CC=CC=2)C2C=CC=CC=2)[P](C2C=CC=CC=2)(C2C=CC=CC=2)C2C=CC=CC=2)(C2C=CC=CC=2)C2C=CC=CC=2)=CC=1. The product is [CH3:1][O:2][C:3](=[O:16])[CH2:4][CH2:5][S:6][CH2:7][C:8]1[CH:9]=[CH:10][C:11]([C:33]2[CH:34]=[CH:35][C:30]([C:20]3[C:21]4[O:22][C:23]5[CH:29]=[CH:28][CH:27]=[CH:26][C:24]=5[C:25]=4[CH:17]=[CH:18][CH:19]=3)=[CH:31][CH:32]=2)=[CH:12][CH:13]=1. The yield is 0.670. (2) The reactants are F[P-](F)(F)(F)(F)F.N1(OC(N(C)C)=[N+](C)C)C2N=CC=CC=2N=N1.[C:25]([O:29][C:30]([N:32]1[CH2:37][CH2:36][C:35]([NH:41][C:42]([O:44][C:45]([CH3:48])([CH3:47])[CH3:46])=[O:43])([C:38](O)=[O:39])[CH2:34][CH2:33]1)=[O:31])([CH3:28])([CH3:27])[CH3:26].[NH2:49][CH:50]([C:55]1[CH:60]=[CH:59][C:58]([Cl:61])=[CH:57][CH:56]=1)[CH2:51][CH2:52][CH2:53][OH:54].CCN(C(C)C)C(C)C.C([O-])(O)=O.[Na+]. The catalyst is CC(N(C)C)=O.CCOC(C)=O. The product is [C:45]([O:44][C:42]([NH:41][C:35]1([C:38](=[O:39])[NH:49][CH:50]([C:55]2[CH:56]=[CH:57][C:58]([Cl:61])=[CH:59][CH:60]=2)[CH2:51][CH2:52][CH2:53][OH:54])[CH2:34][CH2:33][N:32]([C:30]([O:29][C:25]([CH3:28])([CH3:27])[CH3:26])=[O:31])[CH2:37][CH2:36]1)=[O:43])([CH3:48])([CH3:47])[CH3:46]. The yield is 0.770. (3) The reactants are [Cl:1][C:2]1[CH:3]=[CH:4][C:5](C#N)=[N:6][CH:7]=1.[CH3:10][Mg]Br.Cl.[C:14](=[O:17])(O)[O-].[Na+]. The catalyst is C(OCC)C.C1COCC1. The product is [Cl:1][C:2]1[CH:3]=[CH:4][C:5]([C:14](=[O:17])[CH3:10])=[N:6][CH:7]=1. The yield is 0.640. (4) The reactants are [F:1][C:2]([F:34])([F:33])[C:3]1[CH:8]=[CH:7][C:6]([NH:9][C:10]2[N:32]=[C:13]3[CH:14]=[CH:15][CH:16]=[C:17]([O:18][C@H:19]4[CH2:24][CH2:23][CH2:22][N:21](C(OC(C)(C)C)=O)[CH2:20]4)[N:12]3[N:11]=2)=[CH:5][CH:4]=1.FC(F)(F)C(O)=O. The catalyst is C(Cl)Cl. The product is [NH:21]1[CH2:22][CH2:23][CH2:24][C@H:19]([O:18][C:17]2[N:12]3[N:11]=[C:10]([NH:9][C:6]4[CH:7]=[CH:8][C:3]([C:2]([F:34])([F:1])[F:33])=[CH:4][CH:5]=4)[N:32]=[C:13]3[CH:14]=[CH:15][CH:16]=2)[CH2:20]1. The yield is 0.810. (5) The reactants are [CH2:1]1[O:3][C@@H:2]1[CH2:4][OH:5].C(N(CC)CC)C.[Si:13](Cl)([C:16]([CH3:19])([CH3:18])[CH3:17])([CH3:15])[CH3:14]. The catalyst is ClCCl.CN(C1C=CN=CC=1)C. The product is [CH2:4]([O:5][Si:13]([C:16]([CH3:19])([CH3:18])[CH3:17])([CH3:15])[CH3:14])[C@H:2]1[O:3][CH2:1]1. The yield is 0.812. (6) The reactants are [Br:1][C:2]1[CH:3]=[N:4][N:5]([CH3:16])[C:6]=1[C:7]1[CH:8]=[C:9]([C:13]([OH:15])=O)[S:10][C:11]=1[Cl:12].[NH2:17][C@@H:18]([CH2:31][C:32]1[CH:37]=[CH:36][CH:35]=[C:34]([C:38]([F:41])([F:40])[F:39])[CH:33]=1)[CH2:19][N:20]1[C:28](=[O:29])[C:27]2[C:22](=[CH:23][CH:24]=[CH:25][CH:26]=2)[C:21]1=[O:30].CC(OC(N[C@H](C(O)=O)CC1C=CC=CC=1C(F)(F)F)=O)(C)C.C1CN([P+](Br)(N2CCCC2)N2CCCC2)CC1.F[P-](F)(F)(F)(F)F.CCN(C(C)C)C(C)C. The catalyst is C(Cl)(Cl)Cl. The product is [Br:1][C:2]1[CH:3]=[N:4][N:5]([CH3:16])[C:6]=1[C:7]1[CH:8]=[C:9]([C:13]([NH:17][C@@H:18]([CH2:31][C:32]2[CH:37]=[CH:36][CH:35]=[C:34]([C:38]([F:41])([F:39])[F:40])[CH:33]=2)[CH2:19][N:20]2[C:21](=[O:30])[C:22]3[C:27](=[CH:26][CH:25]=[CH:24][CH:23]=3)[C:28]2=[O:29])=[O:15])[S:10][C:11]=1[Cl:12]. The yield is 0.690. (7) The reactants are [CH:1]1[C:10]2[C:5](=[CH:6][CH:7]=[CH:8][CH:9]=2)[CH:4]=[CH:3][C:2]=1[S:11]([NH:14][CH:15]1[CH:20]2[CH:16]1[CH2:17][N:18]([C:21]1[N:26]=[CH:25][C:24]([C:27]([O:29][CH2:30][CH3:31])=[O:28])=[CH:23][N:22]=1)[CH2:19]2)(=[O:13])=[O:12].C1(P(C2C=CC=CC=2)C2C=CC=CC=2)C=CC=CC=1.O[CH2:52][CH2:53][N:54]1[CH:58]=[CH:57][N:56]=[C:55]1[CH3:59].CC(OC(/N=N/C(OC(C)C)=O)=O)C. The catalyst is C(Cl)Cl. The product is [CH3:59][C:55]1[N:54]([CH2:53][CH2:52][N:14]([S:11]([C:2]2[CH:3]=[CH:4][C:5]3[C:10](=[CH:9][CH:8]=[CH:7][CH:6]=3)[CH:1]=2)(=[O:13])=[O:12])[CH:15]2[CH:16]3[CH:20]2[CH2:19][N:18]([C:21]2[N:26]=[CH:25][C:24]([C:27]([O:29][CH2:30][CH3:31])=[O:28])=[CH:23][N:22]=2)[CH2:17]3)[CH:58]=[CH:57][N:56]=1. The yield is 0.900. (8) The reactants are Cl[CH2:2][C@@H:3]1[O:12][CH2:11][C@@H:6]2[CH2:7][O:8][CH2:9][CH2:10][N:5]2[CH2:4]1.[C:13]([O-:16])(=[O:15])[CH3:14].[K+]. The catalyst is CN(C=O)C. The product is [C:13]([O:16][CH2:2][CH:3]1[O:12][CH2:11][CH:6]2[CH2:7][O:8][CH2:9][CH2:10][N:5]2[CH2:4]1)(=[O:15])[CH3:14]. The yield is 0.420.